Task: Predict the product of the given reaction.. Dataset: Forward reaction prediction with 1.9M reactions from USPTO patents (1976-2016) Given the reactants C(OC([N:8]([C:16]1[C:17]2[N:25]=[C:24](Cl)[CH:23]=[CH:22][C:18]=2[N:19]=[CH:20][N:21]=1)C(=O)OC(C)(C)C)=O)(C)(C)C.[CH3:27][C:28]1[CH:33]=[CH:32][CH:31]=[CH:30][C:29]=1[OH:34].C(=O)([O-])[O-].[K+].[K+], predict the reaction product. The product is: [C:28]1([CH3:27])[CH:33]=[CH:32][CH:31]=[CH:30][C:29]=1[O:34][C:24]1[CH:23]=[CH:22][C:18]2[N:19]=[CH:20][N:21]=[C:16]([NH2:8])[C:17]=2[N:25]=1.